This data is from Catalyst prediction with 721,799 reactions and 888 catalyst types from USPTO. The task is: Predict which catalyst facilitates the given reaction. (1) Reactant: [NH2:1][CH2:2][CH2:3][CH2:4][CH2:5][NH:6][C:7](=[O:13])[O:8][C:9]([CH3:12])([CH3:11])[CH3:10].[Cl:14][C:15]1[C:20]([N+:21]([O-:23])=[O:22])=[C:19](Cl)[CH:18]=[C:17]([CH3:25])[N:16]=1. Product: [Cl:14][C:15]1[C:20]([N+:21]([O-:23])=[O:22])=[C:19]([NH:1][CH2:2][CH2:3][CH2:4][CH2:5][NH:6][C:7](=[O:13])[O:8][C:9]([CH3:10])([CH3:12])[CH3:11])[CH:18]=[C:17]([CH3:25])[N:16]=1. The catalyst class is: 9. (2) Reactant: [Br:1][C:2]1[CH:9]=[CH:8][C:5]([CH:6]=[O:7])=[CH:4][CH:3]=1.[CH:10]1([Mg]Cl)[CH2:15][CH2:14][CH2:13][CH2:12][CH2:11]1.C(OCC)C. Product: [Br:1][C:2]1[CH:9]=[CH:8][C:5]([CH:6]([CH:10]2[CH2:15][CH2:14][CH2:13][CH2:12][CH2:11]2)[OH:7])=[CH:4][CH:3]=1. The catalyst class is: 1.